From a dataset of Retrosynthesis with 50K atom-mapped reactions and 10 reaction types from USPTO. Predict the reactants needed to synthesize the given product. The reactants are: CCOC(=O)CS.N#CCNC(=O)[C@@H]1CCCC[C@H]1CS(=O)(=O)c1ccc(F)cc1. Given the product CCOC(=O)CSc1ccc(S(=O)(=O)C[C@@H]2CCCC[C@H]2C(=O)NCC#N)cc1, predict the reactants needed to synthesize it.